Regression/Classification. Given a drug SMILES string, predict its absorption, distribution, metabolism, or excretion properties. Task type varies by dataset: regression for continuous measurements (e.g., permeability, clearance, half-life) or binary classification for categorical outcomes (e.g., BBB penetration, CYP inhibition). Dataset: cyp2c9_veith. From a dataset of CYP2C9 inhibition data for predicting drug metabolism from PubChem BioAssay. (1) The drug is O=C(O)[C@H]1[C@@H]2C=C[C@H](O2)[C@@H]1C(=O)NCc1ccncc1. The result is 0 (non-inhibitor). (2) The compound is CCn1c(SCc2ccc(C#N)cc2)nnc1-c1ccc(S(=O)(=O)N2CCCCC2)cc1. The result is 1 (inhibitor). (3) The drug is CN(C)CCn1c(=O)n(Cc2ccco2)c(=O)c2c3c(sc21)CCCCC3. The result is 1 (inhibitor). (4) The drug is O=S(=O)(O)c1ccc2c(N=Nc3c(O)ccc4ccccc34)cccc2c1. The result is 1 (inhibitor). (5) The compound is CN(C)CC/C=C1\c2ccccc2Sc2cc(Cl)ccc21. The result is 0 (non-inhibitor). (6) The molecule is c1ccc2c(c1)ncn2Cc1nnc2sc(-c3ccc4c(c3)OCO4)nn12. The result is 1 (inhibitor). (7) The drug is COC(=O)C1=C(C(=O)OC)C(c2cc(Cl)ccc2O)c2sc(=O)[nH]c2S1. The result is 1 (inhibitor). (8) The result is 1 (inhibitor). The compound is CCS(=O)(=O)Nc1cccc(C(=C2CCCCC2)c2cnc[nH]2)c1. (9) The compound is CC(C)(C)c1ccccc1OCCN1CCCC1. The result is 0 (non-inhibitor).